From a dataset of Forward reaction prediction with 1.9M reactions from USPTO patents (1976-2016). Predict the product of the given reaction. (1) Given the reactants [NH2:1][C:2]1[N:11]=[C:10]([CH3:12])[C:9]2[C:8](=[N:13][OH:14])[CH2:7][CH:6]([C:15]3[O:16][CH:17]=[CH:18][CH:19]=3)[CH2:5][C:4]=2[N:3]=1.[CH3:20][N:21]([CH3:45])[CH2:22][CH2:23]ON=C1CC(C2C=CC(F)=CC=2)CC2N=C(N)N=C(C)C1=2, predict the reaction product. The product is: [CH3:20][N:21]([CH3:45])[CH2:22][CH2:23][O:14][N:13]=[C:8]1[CH2:7][CH:6]([C:15]2[O:16][CH:17]=[CH:18][CH:19]=2)[CH2:5][C:4]2[N:3]=[C:2]([NH2:1])[N:11]=[C:10]([CH3:12])[C:9]1=2. (2) Given the reactants [CH3:1][C:2]1[CH:3]=[C:4]([NH2:9])[CH:5]=[CH:6][C:7]=1[CH3:8].[C:10]1([CH3:20])[CH:15]=[CH:14][C:13]([CH2:16][C:17](O)=O)=[CH:12][CH:11]=1, predict the reaction product. The product is: [CH3:1][C:2]1[CH:3]=[C:4]([NH:9][CH2:17][CH2:16][C:13]2[CH:14]=[CH:15][C:10]([CH3:20])=[CH:11][CH:12]=2)[CH:5]=[CH:6][C:7]=1[CH3:8]. (3) Given the reactants [CH3:1][C:2]1[C:6]([CH2:7][O:8][C:9]2[CH:14]=[CH:13][C:12]([CH2:15][OH:16])=[CH:11][CH:10]=2)=[CH:5][N:4]([C:17]2[CH:22]=[CH:21][CH:20]=[CH:19][N:18]=2)[N:3]=1.Cl[C:24]1[C:29]([C:30]#[N:31])=[CH:28][CH:27]=[CH:26][N:25]=1.CN(C)C=O.[H-].[Na+], predict the reaction product. The product is: [CH3:1][C:2]1[C:6]([CH2:7][O:8][C:9]2[CH:10]=[CH:11][C:12]([CH2:15][O:16][C:24]3[N:25]=[CH:26][CH:27]=[CH:28][C:29]=3[C:30]#[N:31])=[CH:13][CH:14]=2)=[CH:5][N:4]([C:17]2[CH:22]=[CH:21][CH:20]=[CH:19][N:18]=2)[N:3]=1. (4) Given the reactants [Cl:1][C:2]1[CH:3]=[C:4]([C:9]2([C:23]([F:26])([F:25])[F:24])[CH2:13][CH2:12][N:11]([C:14]3[CH:22]=[CH:21][C:17]([C:18](Cl)=[O:19])=[CH:16][CH:15]=3)[CH2:10]2)[CH:5]=[C:6]([Cl:8])[CH:7]=1.ClC1C=C(C2(C(F)(F)F)CCN(C3C=CC(C(Cl)=[O:45])=C([N+]([O-])=O)C=3)C2)C=C(Cl)C=1.FC(F)(F)C1C=C(C2(C(F)(F)F)CCN(C3C=CC(C(Cl)=O)=C([N+]([O-])=O)C=3)C2)C=C(C(F)(F)F)C=1, predict the reaction product. The product is: [Cl:8][C:6]1[CH:5]=[C:4]([C:9]2([C:23]([F:25])([F:26])[F:24])[CH2:13][CH2:12][N:11]([C:14]3[CH:15]=[CH:16][C:17]([C:18]([OH:19])=[O:45])=[CH:21][CH:22]=3)[CH2:10]2)[CH:3]=[C:2]([Cl:1])[CH:7]=1.